From a dataset of Full USPTO retrosynthesis dataset with 1.9M reactions from patents (1976-2016). Predict the reactants needed to synthesize the given product. (1) Given the product [CH2:1]([CH:8]1[N:13]([C:30]2[CH:35]=[CH:34][CH:33]=[C:32]([N+:36]([O-:38])=[O:37])[N:31]=2)[CH2:12][CH2:11][N:10]([C:14]2[CH:22]=[C:21]3[C:17]([C:18]([CH2:27][CH3:28])=[N:19][N:20]3[CH:23]3[CH2:24][CH2:25][CH2:26]3)=[CH:16][CH:15]=2)[CH2:9]1)[C:2]1[CH:3]=[CH:4][CH:5]=[CH:6][CH:7]=1, predict the reactants needed to synthesize it. The reactants are: [CH2:1]([CH:8]1[NH:13][CH2:12][CH2:11][N:10]([C:14]2[CH:22]=[C:21]3[C:17]([C:18]([CH2:27][CH3:28])=[N:19][N:20]3[CH:23]3[CH2:26][CH2:25][CH2:24]3)=[CH:16][CH:15]=2)[CH2:9]1)[C:2]1[CH:7]=[CH:6][CH:5]=[CH:4][CH:3]=1.Cl[C:30]1[CH:35]=[CH:34][CH:33]=[C:32]([N+:36]([O-:38])=[O:37])[N:31]=1. (2) Given the product [CH2:16]([O:23][C:24]1[CH:25]=[C:26]([CH:27]=[CH:28][CH:29]=1)[O:30][C:2]1[CH:9]=[CH:8][C:5]([CH:6]=[O:7])=[CH:4][CH:3]=1)[C:17]1[CH:18]=[CH:19][CH:20]=[CH:21][CH:22]=1, predict the reactants needed to synthesize it. The reactants are: F[C:2]1[CH:9]=[CH:8][C:5]([CH:6]=[O:7])=[CH:4][CH:3]=1.C(=O)([O-])[O-].[Cs+].[Cs+].[CH2:16]([O:23][C:24]1[CH:25]=[C:26]([OH:30])[CH:27]=[CH:28][CH:29]=1)[C:17]1[CH:22]=[CH:21][CH:20]=[CH:19][CH:18]=1. (3) Given the product [CH:1]1[C:14]2[N:13]([CH2:15][C:16]3[S:40][C:20]([C:21]4[CH:26]=[C:25]([Cl:27])[C:24]([OH:28])=[C:23]([Cl:29])[CH:22]=4)=[N:19][N:18]=3)[C:12]3[C:7](=[CH:8][CH:9]=[CH:10][CH:11]=3)[S:6][C:5]=2[CH:4]=[CH:3][CH:2]=1, predict the reactants needed to synthesize it. The reactants are: [CH:1]1[C:14]2[N:13]([CH2:15][C:16]([NH:18][NH:19][C:20](=O)[C:21]3[CH:26]=[C:25]([Cl:27])[C:24]([OH:28])=[C:23]([Cl:29])[CH:22]=3)=O)[C:12]3[C:7](=[CH:8][CH:9]=[CH:10][CH:11]=3)[S:6][C:5]=2[CH:4]=[CH:3][CH:2]=1.COC1C=CC(P2(SP(C3C=CC(OC)=CC=3)(=S)S2)=[S:40])=CC=1.C(OCC)(=O)C. (4) Given the product [F:8][C:4]1[CH:5]=[CH:6][CH:7]=[C:2]([F:1])[C:3]=1[C:9]1[CH:18]=[CH:17][C:16]2[C:11](=[CH:12][CH:13]=[C:14]([OH:19])[CH:15]=2)[C:10]=1[C:21]([C:23]1[CH:28]=[CH:27][C:26]([O:29][CH2:30][CH2:31][N:32]2[CH2:33][CH2:34][CH2:35][CH2:36][CH2:37]2)=[CH:25][CH:24]=1)=[O:22], predict the reactants needed to synthesize it. The reactants are: [F:1][C:2]1[CH:7]=[CH:6][CH:5]=[C:4]([F:8])[C:3]=1[C:9]1[CH:18]=[CH:17][C:16]2[C:11](=[CH:12][CH:13]=[C:14]([O:19]C)[CH:15]=2)[C:10]=1[C:21]([C:23]1[CH:28]=[CH:27][C:26]([O:29][CH2:30][CH2:31][N:32]2[CH2:37][CH2:36][CH2:35][CH2:34][CH2:33]2)=[CH:25][CH:24]=1)=[O:22].B(Br)(Br)Br.C(Cl)(Cl)Cl.C(O)(C)C.C(=O)(O)[O-].[Na+]. (5) The reactants are: Cl.[NH2:2][CH2:3][C:4]1[CH:9]=[CH:8][C:7]([C:10]2[N:14]=C(C)O[N:11]=2)=[CH:6][C:5]=1[NH:16][CH2:17][C:18]([O:20]CC1C=CC=CC=1)=[O:19].[C:28](O)(=[O:35])[C:29]1[CH:34]=[CH:33][CH:32]=[CH:31][CH:30]=1. Given the product [C:28]([NH:2][CH2:3][C:4]1[CH:9]=[CH:8][C:7]([C:10](=[NH:11])[NH2:14])=[CH:6][C:5]=1[NH:16][CH2:17][C:18]([OH:20])=[O:19])(=[O:35])[C:29]1[CH:34]=[CH:33][CH:32]=[CH:31][CH:30]=1, predict the reactants needed to synthesize it. (6) Given the product [Br:1][C:2]1[CH:7]=[C:6]([OH:8])[CH:5]=[C:4]([O:9][CH2:11][CH3:12])[CH:3]=1, predict the reactants needed to synthesize it. The reactants are: [Br:1][C:2]1[CH:3]=[C:4]([OH:9])[CH:5]=[C:6]([OH:8])[CH:7]=1.I[CH2:11][CH3:12].[H-].[Li+]. (7) Given the product [C:1]1([S:11]([NH2:16])(=[O:13])=[O:12])[C:10]2[C:5](=[CH:6][CH:7]=[CH:8][CH:9]=2)[CH:4]=[CH:3][CH:2]=1, predict the reactants needed to synthesize it. The reactants are: [C:1]1([S:11](Cl)(=[O:13])=[O:12])[C:10]2[C:5](=[CH:6][CH:7]=[CH:8][CH:9]=2)[CH:4]=[CH:3][CH:2]=1.[OH-].[NH4+:16].